Dataset: TCR-epitope binding with 47,182 pairs between 192 epitopes and 23,139 TCRs. Task: Binary Classification. Given a T-cell receptor sequence (or CDR3 region) and an epitope sequence, predict whether binding occurs between them. (1) The epitope is LLLGIGILV. The TCR CDR3 sequence is CASSSLSTGGTYEQYF. Result: 1 (the TCR binds to the epitope). (2) The epitope is LEPLVDLPI. The TCR CDR3 sequence is CASSTTSGVLWTGELFF. Result: 1 (the TCR binds to the epitope). (3) The epitope is AMFWSVPTV. The TCR CDR3 sequence is CASSLDLRSSYNSPLHF. Result: 0 (the TCR does not bind to the epitope).